Dataset: TCR-epitope binding with 47,182 pairs between 192 epitopes and 23,139 TCRs. Task: Binary Classification. Given a T-cell receptor sequence (or CDR3 region) and an epitope sequence, predict whether binding occurs between them. The epitope is TLDSKTQSL. The TCR CDR3 sequence is CAWSRGAVEQFF. Result: 0 (the TCR does not bind to the epitope).